From a dataset of Catalyst prediction with 721,799 reactions and 888 catalyst types from USPTO. Predict which catalyst facilitates the given reaction. (1) Reactant: [CH2:1]([O:8][N:9]1[C:14]2[N:15]=[CH:16][N:17]=[C:18](Cl)[C:13]=2[CH:12]=[C:11]([C:20]([O:22][CH2:23][CH3:24])=[O:21])[C:10]1=[O:25])[C:2]1[CH:7]=[CH:6][CH:5]=[CH:4][CH:3]=1.[CH2:26]([NH2:33])[C:27]1[CH:32]=[CH:31][CH:30]=[CH:29][CH:28]=1.C(N(CC)CC)C.C(OCC)(=O)C. Product: [CH2:26]([NH:33][C:18]1[C:13]2[CH:12]=[C:11]([C:20]([O:22][CH2:23][CH3:24])=[O:21])[C:10](=[O:25])[N:9]([O:8][CH2:1][C:2]3[CH:7]=[CH:6][CH:5]=[CH:4][CH:3]=3)[C:14]=2[N:15]=[CH:16][N:17]=1)[C:27]1[CH:32]=[CH:31][CH:30]=[CH:29][CH:28]=1. The catalyst class is: 38. (2) The catalyst class is: 734. Reactant: [O:1]1[CH2:5][CH2:4][N:3]=[C:2]1[C:6]1[CH:15]=[CH:14][C:9]([C:10]([O:12][CH3:13])=[O:11])=[CH:8][CH:7]=1.[Br:16]N1C(=O)CCC1=O. Product: [Br:16][C:5]1[O:1][C:2]([C:6]2[CH:7]=[CH:8][C:9]([C:10]([O:12][CH3:13])=[O:11])=[CH:14][CH:15]=2)=[N:3][CH:4]=1. (3) Reactant: Cl[C:2]1[N:3]=[C:4]([NH:7][C:8]2[CH:9]=[C:10]([CH:13]=[CH:14][C:15]=2[O:16][CH2:17][CH3:18])[C:11]#[N:12])[S:5][CH:6]=1.[CH3:19][C:20]1[NH:21][CH:22]=[C:23]([CH3:25])[N:24]=1. Product: [CH3:19][C:20]1[N:21]([C:2]2[N:3]=[C:4]([NH:7][C:8]3[CH:9]=[C:10]([CH:13]=[CH:14][C:15]=3[O:16][CH2:17][CH3:18])[C:11]#[N:12])[S:5][CH:6]=2)[CH:22]=[C:23]([CH3:25])[N:24]=1. The catalyst class is: 3. (4) Reactant: [Br:1][C:2]1[CH:7]=[C:6]([O:8]CC2C=CC=CC=2)[CH:5]=[C:4]([F:16])[CH:3]=1.CN(C)C1C=CC=CC=1.[Cl-].[Al+3].[Cl-].[Cl-]. Product: [Br:1][C:2]1[CH:7]=[C:6]([OH:8])[CH:5]=[C:4]([F:16])[CH:3]=1. The catalyst class is: 2.